This data is from Full USPTO retrosynthesis dataset with 1.9M reactions from patents (1976-2016). The task is: Predict the reactants needed to synthesize the given product. (1) The reactants are: [OH:1][C:2]1[C:30]([O:31][CH3:32])=[CH:29][C:5]2[N:6]([C:9]3[S:13][C:12]([C:14]([O-:16])=[O:15])=[C:11]([O:17][CH2:18][C:19]4[CH:24]=[CH:23][CH:22]=[CH:21][C:20]=4[C:25]([F:28])([F:27])[F:26])[CH:10]=3)[CH:7]=[N:8][C:4]=2[CH:3]=1.O[CH2:34][CH2:35][CH2:36][N:37]1[CH2:41][CH2:40][CH2:39][C:38]1=[O:42].N(C(OC(C)(C)C)=O)=N[C:45](OC(C)(C)C)=O. Given the product [CH3:32][O:31][C:30]1[C:2]([O:1][CH2:34][CH2:35][CH2:36][N:37]2[CH2:41][CH2:40][CH2:39][C:38]2=[O:42])=[CH:3][C:4]2[N:8]=[CH:7][N:6]([C:9]3[S:13][C:12]([C:14]([O:16][CH3:45])=[O:15])=[C:11]([O:17][CH2:18][C:19]4[CH:24]=[CH:23][CH:22]=[CH:21][C:20]=4[C:25]([F:28])([F:27])[F:26])[CH:10]=3)[C:5]=2[CH:29]=1, predict the reactants needed to synthesize it. (2) Given the product [CH3:35][C:29]1[C:28]([C:12]2[CH:11]=[CH:10][C:9]([OH:8])=[CH:16][C:13]=2[C:14]#[N:15])=[C:33]([CH3:34])[N:32]=[CH:31][N:30]=1, predict the reactants needed to synthesize it. The reactants are: [Si]([O:8][C:9]1[CH:10]=[CH:11][C:12](B2OC(C)(C)C(C)(C)O2)=[C:13]([CH:16]=1)[C:14]#[N:15])(C(C)(C)C)(C)C.Br.Br[C:28]1[C:29]([CH3:35])=[N:30][CH:31]=[N:32][C:33]=1[CH3:34].P([O-])([O-])([O-])=O.[K+].[K+].[K+].C1(C2C=CC=CC=2)C(N)=CC=CC=1.C1(P(C2CCCCC2)C2C=CC=CC=2C2C(OC)=CC=CC=2OC)CCCCC1. (3) Given the product [C:10]1([C:9]#[C:8][C:5]2[CH:6]=[CH:7][C:2]([N:16]3[C:20](=[O:21])[CH2:19][CH:18]4[CH2:22][CH2:23][CH2:24][N:17]34)=[N:3][CH:4]=2)[CH:15]=[CH:14][CH:13]=[CH:12][CH:11]=1, predict the reactants needed to synthesize it. The reactants are: Br[C:2]1[CH:7]=[CH:6][C:5]([C:8]#[C:9][C:10]2[CH:15]=[CH:14][CH:13]=[CH:12][CH:11]=2)=[CH:4][N:3]=1.[NH:16]1[C:20](=[O:21])[CH2:19][CH:18]2[CH2:22][CH2:23][CH2:24][N:17]12.C(=O)([O-])[O-].[Cs+].[Cs+].CC1(C)C2C(=C(P(C3C=CC=CC=3)C3C=CC=CC=3)C=CC=2)OC2C(P(C3C=CC=CC=3)C3C=CC=CC=3)=CC=CC1=2. (4) Given the product [Cl:1][C:2]1[CH:10]=[C:9]2[C:5]([C:6]([C:12]3[N:13]=[C:14]4[C:20]([C:21]([NH:24][C:25]5[CH:30]=[CH:29][CH:28]=[CH:27][CH:26]=5)=[O:23])=[CH:19][NH:18][C:15]4=[N:16][CH:17]=3)=[N:7][N:8]2[CH3:11])=[CH:4][CH:3]=1, predict the reactants needed to synthesize it. The reactants are: [Cl:1][C:2]1[CH:10]=[C:9]2[C:5]([C:6]([C:12]3[N:13]=[C:14]4[C:20]([C:21]([OH:23])=O)=[CH:19][NH:18][C:15]4=[N:16][CH:17]=3)=[N:7][N:8]2[CH3:11])=[CH:4][CH:3]=1.[NH2:24][C:25]1[CH:30]=[CH:29][CH:28]=[CH:27][CH:26]=1.CCN=C=NCCCN(C)C.CCN(C(C)C)C(C)C.CN(C(ON1N=NC2C=CC=NC1=2)=[N+](C)C)C.F[P-](F)(F)(F)(F)F. (5) Given the product [C:11]([O:14][CH2:15][CH2:16][CH2:17][O:10][C:7]1[CH:8]=[CH:9][C:3]2[O:2][CH2:1][O:5][C:4]=2[CH:6]=1)(=[O:13])[CH3:12], predict the reactants needed to synthesize it. The reactants are: [CH2:1]1[O:5][C:4]2[CH:6]=[C:7]([OH:10])[CH:8]=[CH:9][C:3]=2[O:2]1.[C:11]([O:14][CH2:15][CH:16](Br)[CH3:17])(=[O:13])[CH3:12]. (6) The reactants are: [C:1]([C:4]1[CH:14]=[CH:13][C:7]([C:8]([O:10][CH2:11][CH3:12])=[O:9])=[CH:6][CH:5]=1)(=O)[CH3:2].[C:15]([CH:19]1[CH2:24][CH2:23][CH:22]([NH2:25])[CH2:21][CH2:20]1)([CH3:18])([CH3:17])[CH3:16].[BH4-].[Na+]. Given the product [C:15]([C@H:19]1[CH2:20][CH2:21][C@H:22]([NH:25][CH:1]([C:4]2[CH:14]=[CH:13][C:7]([C:8]([O:10][CH2:11][CH3:12])=[O:9])=[CH:6][CH:5]=2)[CH3:2])[CH2:23][CH2:24]1)([CH3:18])([CH3:16])[CH3:17], predict the reactants needed to synthesize it. (7) The reactants are: [CH:1]1([C:4]2[N:5]=[CH:6][C:7]([O:10][C@H:11]3[CH2:28][N:14]4[C:15](=[O:27])[CH2:16][CH2:17][N:18](C(OC(C)(C)C)=O)[CH2:19][C@H:13]4[CH2:12]3)=[N:8][CH:9]=2)[CH2:3][CH2:2]1.C([Cl:32])(=O)C. Given the product [ClH:32].[CH:1]1([C:4]2[N:5]=[CH:6][C:7]([O:10][C@H:11]3[CH2:28][N:14]4[C:15](=[O:27])[CH2:16][CH2:17][NH:18][CH2:19][C@H:13]4[CH2:12]3)=[N:8][CH:9]=2)[CH2:3][CH2:2]1, predict the reactants needed to synthesize it.